This data is from Full USPTO retrosynthesis dataset with 1.9M reactions from patents (1976-2016). The task is: Predict the reactants needed to synthesize the given product. (1) The reactants are: [CH3:1][O:2][C:3]1[CH:8]=[CH:7][C:6]([C:9]2[CH:13]=[C:12]([NH2:14])[O:11][N:10]=2)=[CH:5][CH:4]=1.[Cl:15][C:16]1[CH:21]=[CH:20][C:19]([N:22]=[C:23]=[O:24])=[CH:18][CH:17]=1. Given the product [Cl:15][C:16]1[CH:21]=[CH:20][C:19]([NH:22][C:23]([NH:14][C:12]2[O:11][N:10]=[C:9]([C:6]3[CH:5]=[CH:4][C:3]([O:2][CH3:1])=[CH:8][CH:7]=3)[CH:13]=2)=[O:24])=[CH:18][CH:17]=1, predict the reactants needed to synthesize it. (2) Given the product [N:19]1[CH:20]=[CH:21][C:16]([CH:4]2[NH:5][C:6]3[C:11]4[C:2](=[N:57][NH:58][C:12](=[O:14])[C:10]=4[CH:9]=[CH:8][CH:7]=3)[CH:3]2[C:22]2[CH:23]=[CH:24][N:25]=[CH:26][CH:27]=2)=[CH:17][CH:18]=1, predict the reactants needed to synthesize it. The reactants are: O=[C:2]1[C:11]2[C:10]([C:12]([O:14]C)=O)=[CH:9][CH:8]=[CH:7][C:6]=2[NH:5][CH:4]([C:16]2[CH:21]=[CH:20][N:19]=[CH:18][CH:17]=2)[CH:3]1[C:22]1[CH:27]=[CH:26][N:25]=[CH:24][CH:23]=1.O=C1C2C(C(OCC)=O)=CC=CC=2NC(C2C=CN=CC=2)C1C1C=CN=CC=1.O.[NH2:57][NH2:58]. (3) Given the product [OH:12][C:3]1[C:2]([NH:1][C:19](=[O:21])[CH3:20])=[CH:11][C:10]2[C:5]([CH:4]=1)=[CH:6][CH:7]=[CH:8][CH:9]=2, predict the reactants needed to synthesize it. The reactants are: [NH2:1][C:2]1[C:3]([OH:12])=[CH:4][C:5]2[C:10]([CH:11]=1)=[CH:9][CH:8]=[CH:7][CH:6]=2.C(=O)([O-])[O-].[Na+].[Na+].[C:19](Cl)(=[O:21])[CH3:20].Cl.